Dataset: Catalyst prediction with 721,799 reactions and 888 catalyst types from USPTO. Task: Predict which catalyst facilitates the given reaction. (1) Reactant: [Br:1][C:2]1[CH:3]=[CH:4][C:5]([O:15][CH2:16][C:17]2[CH:22]=[CH:21][C:20]([Cl:23])=[CH:19][CH:18]=2)=[C:6]([CH2:8][N:9]2[CH2:13][CH2:12][CH:11]([NH2:14])[CH2:10]2)[CH:7]=1.CCN(CC)CC.[Cl:31][CH2:32][C:33](Cl)=[O:34]. Product: [Br:1][C:2]1[CH:3]=[CH:4][C:5]([O:15][CH2:16][C:17]2[CH:18]=[CH:19][C:20]([Cl:23])=[CH:21][CH:22]=2)=[C:6]([CH2:8][N:9]2[CH2:13][CH2:12][CH:11]([NH:14][C:33](=[O:34])[CH2:32][Cl:31])[CH2:10]2)[CH:7]=1. The catalyst class is: 2. (2) Reactant: C([O:3][C:4]([C:6]1[N:7]([C:34]2[CH:39]=[CH:38][C:37]([O:40][CH:41]([CH3:43])[CH3:42])=[CH:36][CH:35]=2)[C:8]2[C:13]([C:14]=1[CH2:15][N:16]([CH2:18][C:19]([O:21][CH2:22][CH3:23])=[O:20])[CH3:17])=[CH:12][C:11]([C:24]1[CH:29]=[CH:28][C:27]([C:30]([CH3:33])([CH3:32])[CH3:31])=[CH:26][CH:25]=1)=[CH:10][CH:9]=2)=[O:5])C.[OH-].[Na+].Cl. The catalyst class is: 12. Product: [C:30]([C:27]1[CH:26]=[CH:25][C:24]([C:11]2[CH:12]=[C:13]3[C:8](=[CH:9][CH:10]=2)[N:7]([C:34]2[CH:39]=[CH:38][C:37]([O:40][CH:41]([CH3:43])[CH3:42])=[CH:36][CH:35]=2)[C:6]([C:4]([OH:5])=[O:3])=[C:14]3[CH2:15][N:16]([CH2:18][C:19]([O:21][CH2:22][CH3:23])=[O:20])[CH3:17])=[CH:29][CH:28]=1)([CH3:32])([CH3:33])[CH3:31]. (3) Reactant: [CH2:1]([O:3][C:4](=[O:17])[C:5]([C:12]([O:14][CH2:15][CH3:16])=[O:13])=[C:6]([C:8]([O:10][CH3:11])=[O:9])[CH3:7])[CH3:2].C(O[CH:21](OCC)[N:22]([CH3:24])[CH3:23])C.CN(C=O)C. Product: [CH2:1]([O:3][C:4](=[O:17])[C:5]([C:12]([O:14][CH2:15][CH3:16])=[O:13])=[C:6]([C:8]([O:10][CH3:11])=[O:9])[CH:7]=[CH:21][N:22]([CH3:24])[CH3:23])[CH3:2]. The catalyst class is: 48. (4) Reactant: [CH3:1][O:2][C:3]1[CH:25]=[CH:24][C:6]([CH2:7][N:8]2[CH2:14][C:13]3[CH:15]=[C:16]([C:19]([O:21][CH3:22])=[O:20])[CH:17]=[CH:18][C:12]=3[NH:11][C:10](=O)[CH2:9]2)=[CH:5][CH:4]=1.CO. Product: [CH3:1][O:2][C:3]1[CH:4]=[CH:5][C:6]([CH2:7][N:8]2[CH2:14][C:13]3[CH:15]=[C:16]([C:19]([O:21][CH3:22])=[O:20])[CH:17]=[CH:18][C:12]=3[NH:11][CH2:10][CH2:9]2)=[CH:24][CH:25]=1. The catalyst class is: 11. (5) The catalyst class is: 7. Reactant: [Cl:1][C:2]1[C:3]([N:8]2[CH2:13][CH2:12][NH:11][CH2:10][CH2:9]2)=[N:4][CH:5]=[CH:6][N:7]=1.[C:14]1([N:20]2[CH:24]=[C:23]([CH:25]=O)[CH:22]=[N:21]2)[CH:19]=[CH:18][CH:17]=[CH:16][CH:15]=1.C(O[BH-](OC(=O)C)OC(=O)C)(=O)C.[Na+]. Product: [Cl:1][C:2]1[C:3]([N:8]2[CH2:9][CH2:10][N:11]([CH2:25][C:23]3[CH:22]=[N:21][N:20]([C:14]4[CH:15]=[CH:16][CH:17]=[CH:18][CH:19]=4)[CH:24]=3)[CH2:12][CH2:13]2)=[N:4][CH:5]=[CH:6][N:7]=1. (6) Reactant: [NH2:1][C:2]1[CH:7]=[CH:6][C:5]([N+:8]([O-:10])=[O:9])=[CH:4][N:3]=1.[I:11]([O-])(=O)=O.[K+].[I-].[K+].C(=O)(O)[O-].[Na+]. Product: [NH2:1][C:2]1[C:7]([I:11])=[CH:6][C:5]([N+:8]([O-:10])=[O:9])=[CH:4][N:3]=1. The catalyst class is: 445. (7) Reactant: [C:1]([OH:11])(=O)/[CH:2]=[CH:3]/[CH2:4][CH2:5][CH2:6][CH2:7][CH2:8][CH3:9].[O:12]1[CH2:17][CH2:16][CH:15]([CH2:18][NH2:19])[CH2:14][CH2:13]1.O1CCCC1.Cl.C(N=C=NCCCN(C)C)C. Product: [O:12]1[CH2:17][CH2:16][CH:15]([CH2:18][NH:19][C:1](=[O:11])/[CH:2]=[CH:3]/[CH2:4][CH2:5][CH2:6][CH2:7][CH2:8][CH3:9])[CH2:14][CH2:13]1. The catalyst class is: 6.